From a dataset of Reaction yield outcomes from USPTO patents with 853,638 reactions. Predict the reaction yield, written as a fraction of the theoretical maximum amount of product (1.0 means a 100% yield; for example, 0.34 means a 34% yield). (1) The reactants are [CH3:1][O:2][C:3]1[C:8]([C:9]([F:12])([F:11])[F:10])=[CH:7][CH:6]=[CH:5][N:4]=1.[Br:13]N1C(C)(C)C(=O)N(Br)C1=O.C(OC(=O)C)C.CCCCCCC. The catalyst is C(O)(C(F)(F)F)=O. The product is [Br:13][C:6]1[CH:7]=[C:8]([C:9]([F:12])([F:10])[F:11])[C:3]([O:2][CH3:1])=[N:4][CH:5]=1. The yield is 0.520. (2) The reactants are [I:1][C:2]1[N:3]=[CH:4][NH:5][CH:6]=1.[C:7]1([C:13](Cl)([C:20]2[CH:25]=[CH:24][CH:23]=[CH:22][CH:21]=2)[C:14]2[CH:19]=[CH:18][CH:17]=[CH:16][CH:15]=2)[CH:12]=[CH:11][CH:10]=[CH:9][CH:8]=1.C(OCC)C. The catalyst is CN(C=O)C. The product is [I:1][C:2]1[N:3]=[CH:4][N:5]([C:13]([C:7]2[CH:12]=[CH:11][CH:10]=[CH:9][CH:8]=2)([C:20]2[CH:21]=[CH:22][CH:23]=[CH:24][CH:25]=2)[C:14]2[CH:15]=[CH:16][CH:17]=[CH:18][CH:19]=2)[CH:6]=1. The yield is 0.920. (3) The reactants are COC([CH:5]1[N:10]([C:11]2[CH:16]=[CH:15][C:14]([C:17]([F:20])([F:19])[F:18])=[CH:13][N:12]=2)[CH2:9][CH2:8][N:7](C(OC(C)(C)C)=O)[CH2:6]1)=O.[C:28]([OH:34])(C(F)(F)F)=[O:29].[CH2:35](Cl)Cl. The catalyst is C(Cl)Cl. The product is [CH3:35][O:34][C:28]([C@H:6]1[CH2:5][N:10]([C:11]2[CH:16]=[CH:15][C:14]([C:17]([F:18])([F:19])[F:20])=[CH:13][N:12]=2)[CH2:9][CH2:8][NH:7]1)=[O:29]. The yield is 0.940. (4) The reactants are [CH3:1][O:2][CH2:3][CH2:4][O:5][C:6]1[CH:7]=[C:8]2[C:12](=[C:13]([N:15]([CH3:25])[S:16]([C:19]3[CH:24]=[CH:23][CH:22]=[CH:21][N:20]=3)(=[O:18])=[O:17])[CH:14]=1)[NH:11][C:10]([C:26]([OH:28])=O)=[CH:9]2.Cl.[CH3:30][O:31][C:32](=[O:56])[C@@H:33]([CH2:35][S:36][C:37]([C:50]1[CH:55]=[CH:54][CH:53]=[CH:52][CH:51]=1)([C:44]1[CH:49]=[CH:48][CH:47]=[CH:46][CH:45]=1)[C:38]1[CH:43]=[CH:42][CH:41]=[CH:40][CH:39]=1)[NH2:34].N1(O)C2C=CC=CC=2N=N1.Cl.CN(C)CCCN=C=NCC. The catalyst is CN(C)C=O.C(N(CC)CC)C. The product is [CH3:30][O:31][C:32](=[O:56])[C@@H:33]([CH2:35][S:36][C:37]([C:50]1[CH:55]=[CH:54][CH:53]=[CH:52][CH:51]=1)([C:38]1[CH:39]=[CH:40][CH:41]=[CH:42][CH:43]=1)[C:44]1[CH:49]=[CH:48][CH:47]=[CH:46][CH:45]=1)[NH:34][C:26]([C:10]1[NH:11][C:12]2[C:8]([CH:9]=1)=[CH:7][C:6]([O:5][CH2:4][CH2:3][O:2][CH3:1])=[CH:14][C:13]=2[N:15]([CH3:25])[S:16]([C:19]1[CH:24]=[CH:23][CH:22]=[CH:21][N:20]=1)(=[O:18])=[O:17])=[O:28]. The yield is 0.720. (5) The product is [C:1]([NH:5][C:6]([C:8]1[C:16]2[C:11](=[N:12][CH:13]=[C:14]([N:17]3[CH2:22][CH2:21][CH2:20][C:19]4[N:23]([CH3:26])[N:24]=[CH:25][C:18]3=4)[N:15]=2)[NH:10][CH:9]=1)=[O:7])([CH3:4])([CH3:3])[CH3:2]. The yield is 0.590. The reactants are [C:1]([NH:5][C:6]([C:8]1[C:16]2[C:11](=[N:12][CH:13]=[C:14]([N:17]3[CH2:22][CH2:21][CH2:20][C:19]4[N:23]([CH3:26])[N:24]=[CH:25][C:18]3=4)[N:15]=2)[N:10](COCC[Si](C)(C)C)[CH:9]=1)=[O:7])([CH3:4])([CH3:3])[CH3:2].C(O)(C(F)(F)F)=O. The catalyst is C(Cl)Cl. (6) The reactants are [CH2:1]([NH:5][C:6]([N:15]([CH2:23][CH2:24][CH2:25][CH2:26][CH2:27][CH2:28][CH2:29][CH2:30][N:31]1[CH2:47][CH2:46][CH2:45][CH2:44][O:43][C:42]2[CH:41]=[CH:40][CH:39]=[CH:38][C:37]=2[CH2:36][NH:35][C:34](=[N:48]C(OC(C)(C)C)=O)[NH:33][C:32]1=[O:56])C(=O)OC(C)(C)C)=[N:7]C(OC(C)(C)C)=O)/[CH:2]=[CH:3]/[CH3:4].C(Cl)Cl.C(O)(C(F)(F)F)=O. No catalyst specified. The product is [CH2:1]([NH:5][C:6]([NH:15][CH2:23][CH2:24][CH2:25][CH2:26][CH2:27][CH2:28][CH2:29][CH2:30][N:31]1[CH2:47][CH2:46][CH2:45][CH2:44][O:43][C:42]2[CH:41]=[CH:40][CH:39]=[CH:38][C:37]=2[CH2:36][NH:35][C:34](=[NH:48])[NH:33][C:32]1=[O:56])=[NH:7])/[CH:2]=[CH:3]/[CH3:4]. The yield is 1.00. (7) The reactants are [CH:1]1([C:4]2[NH:8][C:7]3[C:9]([C:14]([OH:16])=O)=[CH:10][CH:11]=[C:12]([OH:13])[C:6]=3[N:5]=2)[CH2:3][CH2:2]1.[NH2:17][CH2:18][CH:19]1[CH2:24][CH2:23][CH2:22][N:21](C(OC(C)(C)C)=O)[CH2:20]1. No catalyst specified. The product is [CH:1]1([C:4]2[NH:8][C:7]3[C:9]([C:14]([NH:17][CH2:18][CH:19]4[CH2:24][CH2:23][CH2:22][NH:21][CH2:20]4)=[O:16])=[CH:10][CH:11]=[C:12]([OH:13])[C:6]=3[N:5]=2)[CH2:2][CH2:3]1. The yield is 0.150.